Dataset: CYP2C9 inhibition data for predicting drug metabolism from PubChem BioAssay. Task: Regression/Classification. Given a drug SMILES string, predict its absorption, distribution, metabolism, or excretion properties. Task type varies by dataset: regression for continuous measurements (e.g., permeability, clearance, half-life) or binary classification for categorical outcomes (e.g., BBB penetration, CYP inhibition). Dataset: cyp2c9_veith. (1) The result is 0 (non-inhibitor). The molecule is CC(NC(=O)C(=O)NN=C1CCCCCC1)c1ccccc1. (2) The drug is C/C(=N/OC(=O)c1ccc(F)cc1)c1ccc(C)cc1. The result is 0 (non-inhibitor).